Task: Binary Classification. Given a drug SMILES string, predict its activity (active/inactive) in a high-throughput screening assay against a specified biological target.. Dataset: HIV replication inhibition screening data with 41,000+ compounds from the AIDS Antiviral Screen (1) The drug is O=C(CCc1ccc(O)cc1)NCCc1cccc(OCc2ccccc2)c1. The result is 0 (inactive). (2) The compound is OCC1N=C(c2cccs2)OC1c1ccccc1. The result is 0 (inactive). (3) The molecule is ClC(Cl)(Cl)C1CCOC1n1nnc2ccccc21. The result is 0 (inactive).